This data is from Forward reaction prediction with 1.9M reactions from USPTO patents (1976-2016). The task is: Predict the product of the given reaction. (1) Given the reactants [CH2:1]([O:8][C:9]1[CH:10]=[C:11]([CH:14]=[CH:15][C:16]=1[O:17][CH3:18])[CH:12]=[O:13])[C:2]1[CH:7]=[CH:6][CH:5]=[CH:4][CH:3]=1.[N+:19]([O-])([OH:21])=[O:20], predict the reaction product. The product is: [CH2:1]([O:8][C:9]1[C:16]([O:17][CH3:18])=[CH:15][C:14]([N+:19]([O-:21])=[O:20])=[C:11]([CH:10]=1)[CH:12]=[O:13])[C:2]1[CH:3]=[CH:4][CH:5]=[CH:6][CH:7]=1. (2) Given the reactants [CH3:1][O:2][C:3]1[CH:4]=[C:5]([CH:11]([CH3:16])[CH2:12][NH:13][CH:14]=O)[CH:6]=[CH:7][C:8]=1[O:9][CH3:10].O=P(Cl)(Cl)Cl.O.N, predict the reaction product. The product is: [CH3:1][O:2][C:3]1[CH:4]=[C:5]2[C:6](=[CH:7][C:8]=1[O:9][CH3:10])[CH:14]=[N:13][CH2:12][CH:11]2[CH3:16]. (3) Given the reactants Br[C:2]1[C:3]([CH3:19])=[N:4][N:5]([CH2:14][C:15]([F:18])([F:17])[CH3:16])[C:6]=1[C:7]1[CH:12]=[CH:11][C:10]([F:13])=[CH:9][CH:8]=1.[Cl:20][C:21]1[C:30]2[O:29][CH2:28][C:27](=[O:31])[NH:26][C:25]=2[CH:24]=[C:23](B2OC(C)(C)C(C)(C)O2)[CH:22]=1.C(=O)([O-])[O-].[Cs+].[Cs+], predict the reaction product. The product is: [Cl:20][C:21]1[C:30]2[O:29][CH2:28][C:27](=[O:31])[NH:26][C:25]=2[CH:24]=[C:23]([C:2]2[C:3]([CH3:19])=[N:4][N:5]([CH2:14][C:15]([F:18])([F:17])[CH3:16])[C:6]=2[C:7]2[CH:12]=[CH:11][C:10]([F:13])=[CH:9][CH:8]=2)[CH:22]=1. (4) Given the reactants [NH2:1][C:2]1[C:10]2[C:5](=[CH:6][CH:7]=[C:8]([C:11]3[CH:16]=[C:15]([C:17]4[CH:22]=[CH:21][CH:20]=[CH:19][C:18]=4[O:23][CH2:24][CH:25]([CH3:27])[CH3:26])[NH:14][C:13](=[O:28])[N:12]=3)[CH:9]=2)[NH:4][N:3]=1.C(N(C(C)C)CC)(C)C.[C:38](O)(=[O:41])[CH2:39][CH3:40].CN(C(ON1N=NC2C=CC=NC1=2)=[N+](C)C)C.F[P-](F)(F)(F)(F)F, predict the reaction product. The product is: [CH3:27][CH:25]([CH3:26])[CH2:24][O:23][C:18]1[CH:19]=[CH:20][CH:21]=[CH:22][C:17]=1[C:15]1[NH:14][C:13](=[O:28])[N:12]=[C:11]([C:8]2[CH:9]=[C:10]3[C:5](=[CH:6][CH:7]=2)[NH:4][N:3]=[C:2]3[NH:1][C:38](=[O:41])[CH2:39][CH3:40])[CH:16]=1. (5) Given the reactants CC([N:5]([CH2:9][C:10]([NH:12][C:13]1[CH:18]=[CH:17][CH:16]=[C:15]([C:19]2[N:24]=[C:23]([C:25]#[C:26][C:27]([OH:30])([CH3:29])[CH3:28])[C:22]3[N:31]=[C:32]([C:36]4[C:40]([NH2:41])=[N:39][O:38][N:37]=4)[N:33]([CH2:34][CH3:35])[C:21]=3[CH:20]=2)[CH:14]=1)=[O:11])C(=O)[O-])(C)C, predict the reaction product. The product is: [NH2:41][C:40]1[C:36]([C:32]2[N:33]([CH2:34][CH3:35])[C:21]3[CH:20]=[C:19]([C:15]4[CH:14]=[C:13]([NH:12][C:10](=[O:11])[CH2:9][NH2:5])[CH:18]=[CH:17][CH:16]=4)[N:24]=[C:23]([C:25]#[C:26][C:27]([OH:30])([CH3:28])[CH3:29])[C:22]=3[N:31]=2)=[N:37][O:38][N:39]=1. (6) Given the reactants [ClH:1].C([C:9]12[NH:16][CH:13]([CH2:14][CH2:15]1)[CH2:12][N:11]([C:17]([O:19][C:20]([CH3:23])([CH3:22])[CH3:21])=[O:18])[CH2:10]2)C1C=CC=CC=1.[H][H], predict the reaction product. The product is: [ClH:1].[CH:9]12[NH:16][CH:13]([CH2:14][CH2:15]1)[CH2:12][N:11]([C:17]([O:19][C:20]([CH3:23])([CH3:22])[CH3:21])=[O:18])[CH2:10]2. (7) Given the reactants [CH2:1]([NH:8][C:9]1[CH:14]=[C:13]([CH3:15])[N:12]=[C:11](Cl)[N:10]=1)[C:2]1[CH:7]=[CH:6][CH:5]=[CH:4][CH:3]=1.[CH3:17][C:18]1[CH:22]=[C:21]([CH3:23])[NH:20][N:19]=1, predict the reaction product. The product is: [CH2:1]([NH:8][C:9]1[CH:14]=[C:13]([CH3:15])[N:12]=[C:11]([N:19]2[C:18]([CH3:17])=[CH:22][C:21]([CH3:23])=[N:20]2)[N:10]=1)[C:2]1[CH:7]=[CH:6][CH:5]=[CH:4][CH:3]=1.